The task is: Predict the reactants needed to synthesize the given product.. This data is from Full USPTO retrosynthesis dataset with 1.9M reactions from patents (1976-2016). (1) Given the product [Cl:38][C:39]1[CH:40]=[C:41]2[C:45](=[CH:46][CH:47]=1)[N:44]([S:48]([C:51]1[CH:56]=[CH:55][CH:54]=[CH:53][CH:52]=1)(=[O:49])=[O:50])[C:43]([S:57]([NH:6][C@@H:2]1[CH2:3][CH2:4][CH2:5][C@@H:1]1[NH2:7])(=[O:59])=[O:58])=[CH:42]2, predict the reactants needed to synthesize it. The reactants are: [C@@H:1]1([NH2:7])[CH2:5][CH2:4][CH2:3][C@@H:2]1[NH2:6].C(N(CC)CC)C.ClC1C=C2C(=CC=1)N(C1C=CC=CC=1)C(S(Cl)(=O)=O)C2=S(=O)=O.[Cl:38][C:39]1[CH:40]=[C:41]2[C:45](=[CH:46][CH:47]=1)[N:44]([S:48]([C:51]1[CH:56]=[CH:55][CH:54]=[CH:53][CH:52]=1)(=[O:50])=[O:49])[C:43]([S:57](Cl)(=[O:59])=[O:58])=[CH:42]2. (2) Given the product [CH:20]1([NH:23][C:24](=[O:41])[C:25]2[CH:30]=[CH:29][C:28]([CH3:31])=[C:27]([C:2]3[CH:3]=[C:4]4[C:9](=[CH:10][CH:11]=3)[N:8]=[C:7]([NH:12][C:13]([CH3:19])([CH3:18])[CH2:14][N:15]([CH3:17])[CH3:16])[N:6]=[CH:5]4)[CH:26]=2)[CH2:21][CH2:22]1, predict the reactants needed to synthesize it. The reactants are: Br[C:2]1[CH:3]=[C:4]2[C:9](=[CH:10][CH:11]=1)[N:8]=[C:7]([NH:12][C:13]([CH3:19])([CH3:18])[CH2:14][N:15]([CH3:17])[CH3:16])[N:6]=[CH:5]2.[CH:20]1([NH:23][C:24](=[O:41])[C:25]2[CH:30]=[CH:29][C:28]([CH3:31])=[C:27](B3OC(C)(C)C(C)(C)O3)[CH:26]=2)[CH2:22][CH2:21]1. (3) Given the product [OH:23][CH2:24][C@H:25]1[O:30][CH2:29][CH2:28][N:27]([C:31]2[S:32][C:33](=[CH:19][C:15]3[CH:14]=[C:13]4[C:18](=[CH:17][CH:16]=3)[N:10]([CH2:9][C:4]3[C:3]([C:2]([F:22])([F:1])[F:21])=[CH:8][CH:7]=[CH:6][N:5]=3)[N:11]=[CH:12]4)[C:34](=[O:36])[N:35]=2)[CH2:26]1, predict the reactants needed to synthesize it. The reactants are: [F:1][C:2]([F:22])([F:21])[C:3]1[C:4]([CH2:9][N:10]2[C:18]3[C:13](=[CH:14][C:15]([CH:19]=O)=[CH:16][CH:17]=3)[CH:12]=[N:11]2)=[N:5][CH:6]=[CH:7][CH:8]=1.[OH:23][CH2:24][C@H:25]1[O:30][CH2:29][CH2:28][N:27]([C:31]2[S:32][CH2:33][C:34](=[O:36])[N:35]=2)[CH2:26]1. (4) Given the product [F:47][C:46]([F:49])([F:48])[C:44]([OH:50])=[O:45].[CH3:1][C@H:2]1[CH2:6][CH2:5][CH2:4][N:3]1[C:7]1[N:12]=[C:11]([NH:13][C:14]2[C:15]3[N:16]([N:41]=[CH:42][N:43]=3)[CH:17]=[C:18]([C:20]3[CH:40]=[CH:39][CH:38]=[C:22]([CH2:23][NH:24][CH:25]4[CH2:30][CH2:29][NH:28][CH2:27][CH2:26]4)[CH:21]=3)[CH:19]=2)[CH:10]=[CH:9][CH:8]=1, predict the reactants needed to synthesize it. The reactants are: [CH3:1][C@H:2]1[CH2:6][CH2:5][CH2:4][N:3]1[C:7]1[N:12]=[C:11]([NH:13][C:14]2[C:15]3[N:16]([N:41]=[CH:42][N:43]=3)[CH:17]=[C:18]([C:20]3[CH:21]=[C:22]([CH:38]=[CH:39][CH:40]=3)[CH2:23][NH:24][CH:25]3[CH2:30][CH2:29][N:28](C(OC(C)(C)C)=O)[CH2:27][CH2:26]3)[CH:19]=2)[CH:10]=[CH:9][CH:8]=1.[C:44]([OH:50])([C:46]([F:49])([F:48])[F:47])=[O:45].C(Cl)Cl. (5) Given the product [CH2:1]([O:3][C:4](=[O:12])[C:5]1[CH:10]=[CH:9][C:8]([N:23]2[CH2:24][CH2:25][CH:20]([NH2:19])[CH2:21][CH2:22]2)=[N:7][CH:6]=1)[CH3:2], predict the reactants needed to synthesize it. The reactants are: [CH2:1]([O:3][C:4](=[O:12])[C:5]1[CH:10]=[CH:9][C:8](Cl)=[N:7][CH:6]=1)[CH3:2].C(=O)([O-])[O-].[K+].[K+].[NH2:19][CH:20]1[CH2:25][CH2:24][NH:23][CH2:22][CH2:21]1.O. (6) Given the product [F:14][C:15]1[CH:20]=[CH:19][C:18]([C:21]2[CH:22]=[C:23]3[C:28](=[CH:29][CH:30]=2)[CH:27]=[C:26]([S:31]([C:2]2[CH:13]=[CH:12][CH:11]=[CH:10][C:3]=2[CH2:4][N:5]2[CH:9]=[N:8][CH:7]=[N:6]2)(=[O:33])=[O:32])[CH:25]=[CH:24]3)=[CH:17][CH:16]=1, predict the reactants needed to synthesize it. The reactants are: I[C:2]1[CH:13]=[CH:12][CH:11]=[CH:10][C:3]=1[CH2:4][N:5]1[CH:9]=[N:8][CH:7]=[N:6]1.[F:14][C:15]1[CH:20]=[CH:19][C:18]([C:21]2[CH:22]=[C:23]3[C:28](=[CH:29][CH:30]=2)[CH:27]=[C:26]([S:31]([O-:33])=[O:32])[CH:25]=[CH:24]3)=[CH:17][CH:16]=1.[Na+]. (7) Given the product [Cl:23][C:17]1[CH:16]=[C:15]([C:12]2[C:11]([CH3:24])=[N:10][N:9]([CH2:8][C:5]3[CH:4]=[CH:3][C:2]([C:26]#[N:27])=[N:7][CH:6]=3)[C:13]=2[CH3:14])[CH:22]=[CH:21][C:18]=1[C:19]#[N:20], predict the reactants needed to synthesize it. The reactants are: Br[C:2]1[N:7]=[CH:6][C:5]([CH2:8][N:9]2[C:13]([CH3:14])=[C:12]([C:15]3[CH:22]=[CH:21][C:18]([C:19]#[N:20])=[C:17]([Cl:23])[CH:16]=3)[C:11]([CH3:24])=[N:10]2)=[CH:4][CH:3]=1.O.[CH3:26][N:27](C=O)C. (8) Given the product [Cl:16][C:17]1[CH:18]=[C:19]([CH:1]([OH:2])[CH:3]2[CH2:8][CH2:7][CH2:6][CH2:5][N:4]2[C:9]([O:11][C:12]([CH3:15])([CH3:14])[CH3:13])=[O:10])[CH:20]=[C:21]([Cl:23])[CH:22]=1, predict the reactants needed to synthesize it. The reactants are: [CH:1]([CH:3]1[CH2:8][CH2:7][CH2:6][CH2:5][N:4]1[C:9]([O:11][C:12]([CH3:15])([CH3:14])[CH3:13])=[O:10])=[O:2].[Cl:16][C:17]1[CH:18]=[C:19](Br)[CH:20]=[C:21]([Cl:23])[CH:22]=1.O. (9) Given the product [OH:11][CH:10]([C:12]1[CH:13]=[CH:14][C:15]([NH:18][C:19]([C:21]2[C:22]([C:27]3[CH:28]=[CH:29][C:30]([C:33]([F:36])([F:34])[F:35])=[CH:31][CH:32]=3)=[CH:23][CH:24]=[CH:25][CH:26]=2)=[O:20])=[CH:16][CH:17]=1)[CH2:9][CH2:8][C:6]1[CH:5]=[CH:4][CH:3]=[C:2]([CH3:1])[N:7]=1, predict the reactants needed to synthesize it. The reactants are: [CH3:1][C:2]1[N:7]=[C:6](/[CH:8]=[CH:9]/[C:10]([C:12]2[CH:17]=[CH:16][C:15]([NH:18][C:19]([C:21]3[C:22]([C:27]4[CH:32]=[CH:31][C:30]([C:33]([F:36])([F:35])[F:34])=[CH:29][CH:28]=4)=[CH:23][CH:24]=[CH:25][CH:26]=3)=[O:20])=[CH:14][CH:13]=2)=[O:11])[CH:5]=[CH:4][CH:3]=1.[H][H].